Dataset: Forward reaction prediction with 1.9M reactions from USPTO patents (1976-2016). Task: Predict the product of the given reaction. The product is: [CH2:32]([O:31][CH:5]([CH2:6][C:7]1[CH:12]=[CH:11][C:10]([O:13][CH2:14][C:15]2[N:16]=[C:17]([C:21]3[CH:26]=[CH:25][C:24]([CH:27]([CH3:29])[CH3:28])=[CH:23][CH:22]=3)[O:18][C:19]=2[CH3:20])=[CH:9][C:8]=1[CH3:30])[C:4]([OH:34])=[O:3])[CH3:33]. Given the reactants C([O:3][C:4](=[O:34])[CH:5]([O:31][CH2:32][CH3:33])[CH2:6][C:7]1[CH:12]=[CH:11][C:10]([O:13][CH2:14][C:15]2[N:16]=[C:17]([C:21]3[CH:26]=[CH:25][C:24]([CH:27]([CH3:29])[CH3:28])=[CH:23][CH:22]=3)[O:18][C:19]=2[CH3:20])=[CH:9][C:8]=1[CH3:30])C.[Li+].[OH-], predict the reaction product.